This data is from Full USPTO retrosynthesis dataset with 1.9M reactions from patents (1976-2016). The task is: Predict the reactants needed to synthesize the given product. (1) Given the product [C:13]([Si:17]([CH3:45])([CH3:44])[O:18][CH2:19][CH2:20][CH2:21][C@:22]1([CH3:1])[O:27][CH2:26][CH:25]([CH:28]2[CH2:33][CH2:32][CH2:31][CH2:30][CH2:29]2)[N:24]([CH2:34][C:35]2[CH:36]=[CH:37][C:38]([O:41][CH3:42])=[CH:39][CH:40]=2)[C:23]1=[O:43])([CH3:14])([CH3:15])[CH3:16].[C:13]([Si:17]([CH3:45])([CH3:44])[O:18][CH2:19][CH2:20][CH2:21][C@@:22]1([CH3:9])[O:27][CH2:26][CH:25]([CH:28]2[CH2:33][CH2:32][CH2:31][CH2:30][CH2:29]2)[N:24]([CH2:34][C:35]2[CH:36]=[CH:37][C:38]([O:41][CH3:42])=[CH:39][CH:40]=2)[C:23]1=[O:43])([CH3:14])([CH3:15])[CH3:16], predict the reactants needed to synthesize it. The reactants are: [CH:1](NC(C)C)(C)C.[Li][CH2:9]CCC.[C:13]([Si:17]([CH3:45])([CH3:44])[O:18][CH2:19][CH2:20][CH2:21][CH:22]1[O:27][CH2:26][CH:25]([CH:28]2[CH2:33][CH2:32][CH2:31][CH2:30][CH2:29]2)[N:24]([CH2:34][C:35]2[CH:40]=[CH:39][C:38]([O:41][CH3:42])=[CH:37][CH:36]=2)[C:23]1=[O:43])([CH3:16])([CH3:15])[CH3:14].CI. (2) Given the product [ClH:1].[N:33]1([CH2:2][C:3]([N:5]2[CH2:10][CH2:9][N:8]([C:11]3[CH:32]=[CH:31][C:14]([NH:15][C:16]4[N:21]=[C:20]([C:22]5[N:26]([CH:27]([CH3:29])[CH3:28])[C:25]([CH3:30])=[N:24][CH:23]=5)[CH:19]=[CH:18][N:17]=4)=[CH:13][CH:12]=3)[CH2:7][CH2:6]2)=[O:4])[CH2:36][CH2:35][CH2:34]1, predict the reactants needed to synthesize it. The reactants are: [Cl:1][CH2:2][C:3]([N:5]1[CH2:10][CH2:9][N:8]([C:11]2[CH:32]=[CH:31][C:14]([NH:15][C:16]3[N:21]=[C:20]([C:22]4[N:26]([CH:27]([CH3:29])[CH3:28])[C:25]([CH3:30])=[N:24][CH:23]=4)[CH:19]=[CH:18][N:17]=3)=[CH:13][CH:12]=2)[CH2:7][CH2:6]1)=[O:4].[NH:33]1[CH2:36][CH2:35][CH2:34]1. (3) Given the product [Cl-:9].[Cl:9][C:3]([N:5]([CH3:7])[CH3:6])=[N+:2]([CH3:8])[CH3:1], predict the reactants needed to synthesize it. The reactants are: [CH3:1][N:2]([CH3:8])[C:3]([N:5]([CH3:7])[CH3:6])=O.[Cl-:9]. (4) The reactants are: [CH3:1][C:2]1([CH3:22])[CH2:21][N:6]2[C:7]3[CH:8]=[CH:9][C:10]([CH:19]=C)=[CH:11][C:12]=3[C:13]3([O:18][CH2:17][CH2:16][CH2:15][O:14]3)[C:5]2=[N:4][CH2:3]1.[OH-:23].[Na+].[CH3:25][OH:26]. Given the product [CH3:1][C:2]1([CH3:22])[CH2:21][N:6]2[C:7]3[CH:8]=[CH:9][C:10]([C:19]([O:26][CH3:25])=[O:23])=[CH:11][C:12]=3[C:13]3([O:18][CH2:17][CH2:16][CH2:15][O:14]3)[C:5]2=[N:4][CH2:3]1, predict the reactants needed to synthesize it. (5) Given the product [C:1]([CH:4]([CH2:9][CH2:10][CH2:11][CH2:12][CH3:13])[C:5]([NH:55][CH:56]([C:58]1[C:59](=[O:73])[NH:60][C:61]([CH2:64][C:65]2[CH:70]=[CH:69][C:68]([O:71][CH3:72])=[CH:67][CH:66]=2)=[N:62][N:63]=1)[CH3:57])=[O:7])(=[O:3])[CH3:2], predict the reactants needed to synthesize it. The reactants are: [C:1]([CH:4]([CH2:9][CH2:10][CH2:11][CH2:12][CH3:13])[C:5]([O:7]C)=O)(=[O:3])[CH3:2].C(C(CCCCC)C(O)=O)(=O)C.ON1C2C=CC=CC=2N=N1.CN1CCOCC1.Cl.CN(C)CCCN=C=NCC.[NH2:55][CH:56]([C:58]1[C:59](=[O:73])[NH:60][C:61]([CH2:64][C:65]2[CH:70]=[CH:69][C:68]([O:71][CH3:72])=[CH:67][CH:66]=2)=[N:62][N:63]=1)[CH3:57]. (6) Given the product [CH3:1][CH2:2][C@@H:3]([C@@H:5]1[NH:29][C:27](=[O:28])[C@H:26]([CH2:30][C:31]2[CH:36]=[CH:35][C:34]([OH:37])=[CH:33][CH:32]=2)[NH:25][C:23](=[O:24])[C@@H:22]([NH2:38])[CH2:21][S:20][S:19][CH2:18][C@@H:17]([C:39]([N:41]2[C@H:45]([C:46]([NH:48][C@H:49]([C:54]([NH:56][CH2:57][C:58]([NH2:60])=[O:59])=[O:55])[CH2:50][CH:51]([CH3:53])[CH3:52])=[O:47])[CH2:44][CH2:43][CH2:42]2)=[O:40])[NH:16][C:14](=[O:15])[C@H:13]([CH2:61][C:62]([NH2:64])=[O:63])[NH:12][C:10](=[O:11])[C@H:9]([CH2:65][CH2:66][C:67]([NH2:69])=[O:68])[NH:8][C:6]1=[O:7])[CH3:4], predict the reactants needed to synthesize it. The reactants are: [CH3:1][CH2:2][C@@H:3]([C@@H:5]1[NH:29][C:27](=[O:28])[C@H:26]([CH2:30][C:31]2[CH:36]=[CH:35][C:34]([OH:37])=[CH:33][CH:32]=2)[NH:25][C:23](=[O:24])[C@@H:22]([NH2:38])[CH2:21][S:20][S:19][CH2:18][C@@H:17]([C:39]([N:41]2[C@H:45]([C:46]([NH:48][C@H:49]([C:54]([NH:56][CH2:57][C:58]([NH2:60])=[O:59])=[O:55])[CH2:50][CH:51]([CH3:53])[CH3:52])=[O:47])[CH2:44][CH2:43][CH2:42]2)=[O:40])[NH:16][C:14](=[O:15])[C@H:13]([CH2:61][C:62]([NH2:64])=[O:63])[NH:12][C:10](=[O:11])[C@H:9]([CH2:65][CH2:66][C:67]([NH2:69])=[O:68])[NH:8][C:6]1=[O:7])[CH3:4].CC(O)=O.